This data is from Catalyst prediction with 721,799 reactions and 888 catalyst types from USPTO. The task is: Predict which catalyst facilitates the given reaction. (1) The catalyst class is: 810. Product: [F:1][C:2]1[CH:3]=[C:4]2[C:9](=[CH:10][CH:11]=1)[CH:8]=[C:7]([CH:12]1[CH2:13][CH2:14][NH:15][CH2:16][CH2:17]1)[CH:6]=[CH:5]2. Reactant: [F:1][C:2]1[CH:3]=[C:4]2[C:9](=[CH:10][CH:11]=1)[CH:8]=[C:7]([C:12]1[CH2:17][CH2:16][NH:15][CH2:14][CH:13]=1)[CH:6]=[CH:5]2. (2) Reactant: C(P(C(C)(C)C)C1C=CC=CC=1C1C=CC=CC=1)(C)(C)C.P([O-])([O-])([O-])=O.[K+].[K+].[K+].Br[C:31]1[CH:36]=[CH:35][CH:34]=[C:33]([Br:37])[CH:32]=1.[CH2:38]([O:40][C:41](=[O:53])[C@@H:42]([O:51][CH3:52])[CH2:43][C:44]1[CH:49]=[CH:48][C:47]([OH:50])=[CH:46][CH:45]=1)[CH3:39]. Product: [CH2:38]([O:40][C:41](=[O:53])[C@@H:42]([O:51][CH3:52])[CH2:43][C:44]1[CH:45]=[CH:46][C:47]([O:50][C:31]2[CH:36]=[CH:35][CH:34]=[C:33]([Br:37])[CH:32]=2)=[CH:48][CH:49]=1)[CH3:39]. The catalyst class is: 318. (3) Reactant: [CH3:1][O:2][C:3]([C:5]1[CH:10]=[CH:9][C:8]([CH3:11])=[CH:7][N+:6]=1[O-])=[O:4].P(Cl)(Cl)([Cl:15])=O. Product: [Cl:15][C:7]1[N:6]=[C:5]([C:3]([O:2][CH3:1])=[O:4])[CH:10]=[CH:9][C:8]=1[CH3:11]. The catalyst class is: 22. (4) Reactant: [C:1]1([CH2:7][CH2:8][C:9]2[CH:14]=[CH:13][C:12]([C@@H:15]3[NH:19][C@H:18]([C:20]([NH2:22])=[O:21])[CH2:17][CH2:16]3)=[CH:11][CH:10]=2)[CH:6]=[CH:5][CH:4]=[CH:3][CH:2]=1.[ClH:23]. Product: [ClH:23].[C:1]1([CH2:7][CH2:8][C:9]2[CH:14]=[CH:13][C:12]([C@@H:15]3[NH:19][C@H:18]([C:20]([NH2:22])=[O:21])[CH2:17][CH2:16]3)=[CH:11][CH:10]=2)[CH:6]=[CH:5][CH:4]=[CH:3][CH:2]=1. The catalyst class is: 27. (5) Reactant: [NH2:1][C:2]1[CH:7]=[C:6]([O:8][C:9]2[CH:10]=[CH:11][C:12]([NH:15][C:16]([C:18]3[C:19](=[O:31])[N:20]([C:25]4[CH:30]=[CH:29][CH:28]=[CH:27][CH:26]=4)[N:21]([CH3:24])[C:22]=3[CH3:23])=[O:17])=[N:13][CH:14]=2)[CH:5]=[CH:4][N:3]=1.C1C=NC2N(O)N=NC=2C=1.CCN=C=NCCCN(C)C.CCN(C(C)C)C(C)C.[C:62]([O:65][CH:66]1[CH2:69][CH:68]([C:70](O)=[O:71])[CH2:67]1)(=[O:64])[CH3:63]. Product: [C:62]([O:65][CH:66]1[CH2:69][CH:68]([C:70](=[O:71])[NH:1][C:2]2[CH:7]=[C:6]([O:8][C:9]3[CH:14]=[N:13][C:12]([NH:15][C:16]([C:18]4[C:19](=[O:31])[N:20]([C:25]5[CH:26]=[CH:27][CH:28]=[CH:29][CH:30]=5)[N:21]([CH3:24])[C:22]=4[CH3:23])=[O:17])=[CH:11][CH:10]=3)[CH:5]=[CH:4][N:3]=2)[CH2:67]1)(=[O:64])[CH3:63]. The catalyst class is: 18. (6) Reactant: C([N:4]1[C:13]2[C:8](=[CH:9][CH:10]=[C:11]([C:14]3[S:15][C:16]([C:24]4[CH:29]=[CH:28][C:27]([O:30][CH3:31])=[CH:26][CH:25]=4)=[C:17]([C:19]([O:21]CC)=[O:20])[N:18]=3)[CH:12]=2)[CH2:7][CH2:6][CH2:5]1)(=O)C.[OH-].[K+].CO. Product: [CH3:31][O:30][C:27]1[CH:28]=[CH:29][C:24]([C:16]2[S:15][C:14]([C:11]3[CH:12]=[C:13]4[C:8]([CH2:7][CH2:6][CH2:5][NH:4]4)=[CH:9][CH:10]=3)=[N:18][C:17]=2[C:19]([OH:21])=[O:20])=[CH:25][CH:26]=1. The catalyst class is: 6. (7) Reactant: [C:1]12([CH2:11][OH:12])[CH2:10][CH:5]3[CH2:6][CH:7]([CH2:9][CH:3]([CH2:4]3)[CH2:2]1)[CH2:8]2.C(OCC)C.[Br:18][C:19]([F:24])([F:23])[C:20](Cl)=[O:21].C(N(CC)CC)C. Product: [Br:18][C:19]([F:24])([F:23])[C:20]([O:12][CH2:11][C:1]12[CH2:8][CH:7]3[CH2:6][CH:5]([CH2:4][CH:3]([CH2:9]3)[CH2:2]1)[CH2:10]2)=[O:21]. The catalyst class is: 6. (8) Reactant: [F:1][C:2]1[CH:7]=[C:6]([C:8]2[N:9]([CH2:22][CH2:23][O:24][CH3:25])[C:10]([S:20][CH3:21])=[N:11][C:12]=2[C:13]2[CH:18]=[CH:17][C:16]([F:19])=[CH:15][CH:14]=2)[CH:5]=[CH:4][N:3]=1.[OH:26]O.N. Product: [F:1][C:2]1[CH:7]=[C:6]([C:8]2[N:9]([CH2:22][CH2:23][O:24][CH3:25])[C:10]([S:20]([CH3:21])=[O:26])=[N:11][C:12]=2[C:13]2[CH:14]=[CH:15][C:16]([F:19])=[CH:17][CH:18]=2)[CH:5]=[CH:4][N:3]=1. The catalyst class is: 15. (9) Reactant: Cl[CH2:2][C:3]1[CH:4]=[C:5]([O:12][CH2:13][C:14]2[CH:19]=[CH:18][CH:17]=[CH:16][CH:15]=2)[C:6]([O:10][CH3:11])=[C:7]([F:9])[CH:8]=1.[C-:20]#[N:21].[K+]. Product: [F:9][C:7]1[CH:8]=[C:3]([CH2:2][C:20]#[N:21])[CH:4]=[C:5]([O:12][CH2:13][C:14]2[CH:19]=[CH:18][CH:17]=[CH:16][CH:15]=2)[C:6]=1[O:10][CH3:11]. The catalyst class is: 3. (10) Reactant: [F:1][C:2]([F:39])([F:38])[C:3]1[CH:8]=[CH:7][C:6]([N:9]2[CH2:14][CH2:13][CH:12]([O:15][C:16]3[N:17]=[CH:18][C:19]([C:22]([NH:24][CH:25]4[CH2:30][CH2:29][N:28](C(OC(C)(C)C)=O)[CH2:27][CH2:26]4)=[O:23])=[N:20][CH:21]=3)[CH2:11][CH2:10]2)=[CH:5][CH:4]=1.[ClH:40]. Product: [ClH:40].[ClH:40].[NH:28]1[CH2:29][CH2:30][CH:25]([NH:24][C:22]([C:19]2[CH:18]=[N:17][C:16]([O:15][CH:12]3[CH2:11][CH2:10][N:9]([C:6]4[CH:7]=[CH:8][C:3]([C:2]([F:39])([F:1])[F:38])=[CH:4][CH:5]=4)[CH2:14][CH2:13]3)=[CH:21][N:20]=2)=[O:23])[CH2:26][CH2:27]1. The catalyst class is: 12.